This data is from Catalyst prediction with 721,799 reactions and 888 catalyst types from USPTO. The task is: Predict which catalyst facilitates the given reaction. (1) Reactant: FC(F)(F)C(O)=O.C([SiH](CC)CC)C.[C:15]([C:17]1[CH:22]=[CH:21][C:20]([C:23]2[C:33]([CH:34](O)[C:35]3[N:40]=[C:39]([C:41]([O:43][CH3:44])=[O:42])[CH:38]=[CH:37][CH:36]=3)=[C:26]3[CH:27]=[CH:28][C:29]([O:31][CH3:32])=[CH:30][N:25]3[N:24]=2)=[CH:19][CH:18]=1)#[N:16].C(=O)(O)[O-].[Na+]. Product: [C:15]([C:17]1[CH:22]=[CH:21][C:20]([C:23]2[C:33]([CH2:34][C:35]3[N:40]=[C:39]([C:41]([O:43][CH3:44])=[O:42])[CH:38]=[CH:37][CH:36]=3)=[C:26]3[CH:27]=[CH:28][C:29]([O:31][CH3:32])=[CH:30][N:25]3[N:24]=2)=[CH:19][CH:18]=1)#[N:16]. The catalyst class is: 4. (2) Reactant: [Cl-].[Ce+3].[Cl-].[Cl-].[CH2:5]1COC[CH2:6]1.C([Mg]Cl)C.[F:14][C:15]1[CH:29]=[CH:28][C:18]([C:19]([C:21]2[CH:26]=[CH:25][C:24]([F:27])=[CH:23][CH:22]=2)=[O:20])=[CH:17][CH:16]=1. Product: [F:14][C:15]1[CH:29]=[CH:28][C:18]([C:19]([C:21]2[CH:26]=[CH:25][C:24]([F:27])=[CH:23][CH:22]=2)([OH:20])[CH2:5][CH3:6])=[CH:17][CH:16]=1. The catalyst class is: 15. (3) Reactant: [Br:1][C:2]1[CH:3]=[C:4]2[C:8](=[CH:9][CH:10]=1)[C:7](=[O:11])[N:6]([C:12]([CH3:20])([CH3:19])[CH2:13][C:14]([O:16]CC)=[O:15])[CH2:5]2.[OH-].[Na+].Cl. Product: [Br:1][C:2]1[CH:3]=[C:4]2[C:8](=[CH:9][CH:10]=1)[C:7](=[O:11])[N:6]([C:12]([CH3:20])([CH3:19])[CH2:13][C:14]([OH:16])=[O:15])[CH2:5]2. The catalyst class is: 5. (4) Reactant: [Br-].[CH3:2][C:3]1[CH:8]=[CH:7][C:6]([N+:9]2([CH2:15][C:16]3[CH:21]=[CH:20][CH:19]=[CH:18][CH:17]=3)[CH2:14][CH2:13][CH2:12][CH2:11][CH2:10]2)=[CH:5][CH:4]=1.[F:22][P-:23]([F:28])([F:27])([F:26])([F:25])[F:24].[K+]. Product: [F:22][P-:23]([F:28])([F:27])([F:26])([F:25])[F:24].[CH3:2][C:3]1[CH:4]=[CH:5][C:6]([N+:9]2([CH2:15][C:16]3[CH:17]=[CH:18][CH:19]=[CH:20][CH:21]=3)[CH2:10][CH2:11][CH2:12][CH2:13][CH2:14]2)=[CH:7][CH:8]=1. The catalyst class is: 6. (5) Reactant: [F:1][C:2]([F:22])([F:21])[C:3]1[N:7]2[CH:8]=[C:9]([C:12]3[CH:20]=[CH:19][C:15]([C:16](O)=[O:17])=[CH:14][CH:13]=3)[CH:10]=[CH:11][C:6]2=[N:5][N:4]=1.Cl.[F:24][C:25]1([F:29])[CH2:28][NH:27][CH2:26]1.C(N(C(C)C)CC)(C)C.CN(C(ON1N=NC2C=CC=NC1=2)=[N+](C)C)C.F[P-](F)(F)(F)(F)F. Product: [F:24][C:25]1([F:29])[CH2:28][N:27]([C:16]([C:15]2[CH:19]=[CH:20][C:12]([C:9]3[CH:10]=[CH:11][C:6]4[N:7]([C:3]([C:2]([F:1])([F:21])[F:22])=[N:4][N:5]=4)[CH:8]=3)=[CH:13][CH:14]=2)=[O:17])[CH2:26]1. The catalyst class is: 3. (6) Reactant: [C:1]([NH:4][C:5]1[CH:6]=[C:7]([CH:12]=[C:13]([CH3:15])[N:14]=1)[C:8]([O:10]C)=[O:9])(=[O:3])[CH3:2].[OH-].[Na+].Cl. Product: [C:1]([NH:4][C:5]1[CH:6]=[C:7]([CH:12]=[C:13]([CH3:15])[N:14]=1)[C:8]([OH:10])=[O:9])(=[O:3])[CH3:2]. The catalyst class is: 7. (7) Reactant: [O:1]=[C:2]1[CH2:7][O:6][CH2:5][CH:4]([NH:8][C:9](=[O:18])[O:10][CH2:11][C:12]2[CH:17]=[CH:16][CH:15]=[CH:14][CH:13]=2)[CH2:3]1.O.O.O.O.O.O.O.[Cl-].[Ce+3].[Cl-].[Cl-].[BH4-].[Na+]. Product: [OH:1][CH:2]1[CH2:7][O:6][CH2:5][CH:4]([NH:8][C:9](=[O:18])[O:10][CH2:11][C:12]2[CH:17]=[CH:16][CH:15]=[CH:14][CH:13]=2)[CH2:3]1. The catalyst class is: 5. (8) Reactant: [NH2:1][C:2]1[CH:3]=[CH:4][C:5]([O:19][CH3:20])=[C:6]([N:8]2[CH2:13][CH2:12][N:11]([C:14]([CH:16]3[CH2:18][CH2:17]3)=O)[CH2:10][CH2:9]2)[CH:7]=1. Product: [CH:16]1([CH2:14][N:11]2[CH2:10][CH2:9][N:8]([C:6]3[CH:7]=[C:2]([NH2:1])[CH:3]=[CH:4][C:5]=3[O:19][CH3:20])[CH2:13][CH2:12]2)[CH2:17][CH2:18]1. The catalyst class is: 1.